This data is from Reaction yield outcomes from USPTO patents with 853,638 reactions. The task is: Predict the reaction yield, written as a fraction of the theoretical maximum amount of product (1.0 means a 100% yield; for example, 0.34 means a 34% yield). (1) The reactants are C[O:2][C:3]([CH:5]1[CH2:10][CH2:9][CH:8]([C:11]2[NH:15][N:14]=[N:13][N:12]=2)[CH2:7][CH2:6]1)=[O:4].[OH-].[Li+].C1COCC1. The yield is 0.610. The catalyst is O. The product is [NH:15]1[C:11]([CH:8]2[CH2:7][CH2:6][CH:5]([C:3]([OH:4])=[O:2])[CH2:10][CH2:9]2)=[N:12][N:13]=[N:14]1. (2) The reactants are [C:1]1([C@@H:7]2[C@H:13]([C:14]3[CH:19]=[CH:18][CH:17]=[CH:16][CH:15]=3)[CH2:12][CH2:11][NH:10][C:9](=O)[CH2:8]2)[CH:6]=[CH:5][CH:4]=[CH:3][CH:2]=1.[H-].[H-].[H-].[H-].[Li+].[Al+3]. The catalyst is C1COCC1. The product is [C:14]1([C@@H:13]2[C@H:7]([C:1]3[CH:6]=[CH:5][CH:4]=[CH:3][CH:2]=3)[CH2:8][CH2:9][NH:10][CH2:11][CH2:12]2)[CH:15]=[CH:16][CH:17]=[CH:18][CH:19]=1. The yield is 0.530. (3) The reactants are Br[C:2]1(Br)[C:11]2[C:6](=[CH:7][CH:8]=[CH:9][CH:10]=2)[C:5](=[O:12])[N:4]([CH2:13][CH2:14][O:15][CH3:16])[NH:3]1.[C:18]([N:22]1[C:26]([NH2:27])=[CH:25][C:24]([CH3:28])=[N:23]1)([CH3:21])([CH3:20])[CH3:19].C([O-])([O-])=O.[Cs+].[Cs+].C1(P(C2C=CC=CC=2)C2C3OC4C(=CC=CC=4P(C4C=CC=CC=4)C4C=CC=CC=4)C(C)(C)C=3C=CC=2)C=CC=CC=1. The catalyst is O1CCOCC1.C1C=CC(/C=C/C(/C=C/C2C=CC=CC=2)=O)=CC=1.C1C=CC(/C=C/C(/C=C/C2C=CC=CC=2)=O)=CC=1.C1C=CC(/C=C/C(/C=C/C2C=CC=CC=2)=O)=CC=1.[Pd].[Pd].O. The product is [C:18]([N:22]1[C:26]([NH:27][C:2]2[C:11]3[C:6](=[CH:7][CH:8]=[CH:9][CH:10]=3)[C:5](=[O:12])[N:4]([CH2:13][CH2:14][O:15][CH3:16])[N:3]=2)=[CH:25][C:24]([CH3:28])=[N:23]1)([CH3:21])([CH3:20])[CH3:19]. The yield is 0.650. (4) The reactants are [CH:1]1([NH2:7])[CH2:6][CH2:5][CH2:4][CH2:3][CH2:2]1.C([O:10][C:11]([C:13]1[N:14]([CH2:26][CH2:27]Br)[N:15]=[C:16]([CH2:18][O:19][C:20]2[CH:25]=[CH:24][CH:23]=[CH:22][CH:21]=2)[CH:17]=1)=O)C. The catalyst is C(#N)C. The product is [CH:1]1([N:7]2[CH2:27][CH2:26][N:14]3[N:15]=[C:16]([CH2:18][O:19][C:20]4[CH:25]=[CH:24][CH:23]=[CH:22][CH:21]=4)[CH:17]=[C:13]3[C:11]2=[O:10])[CH2:6][CH2:5][CH2:4][CH2:3][CH2:2]1. The yield is 0.190. (5) The reactants are [OH:1][C:2]1[CH:10]=[CH:9][C:8]([C:11]2[N:12]([C:27]([O:29][C:30]([CH3:33])([CH3:32])[CH3:31])=[O:28])[C:13]3[C:18]([CH:19]=2)=[CH:17][C:16]([CH2:20][N:21]2[CH2:26][CH2:25][CH2:24][CH2:23][CH2:22]2)=[CH:15][CH:14]=3)=[C:7]2[C:3]=1[CH2:4][NH:5][C:6]2=[O:34].[CH3:35][N:36]([CH3:40])[C:37](Cl)=[O:38]. The catalyst is ClCCl.CN(C)C1C=CN=CC=1. The product is [CH3:35][N:36]([CH3:40])[C:37]([O:1][C:2]1[CH:10]=[CH:9][C:8]([C:11]2[N:12]([C:27]([O:29][C:30]([CH3:31])([CH3:33])[CH3:32])=[O:28])[C:13]3[C:18]([CH:19]=2)=[CH:17][C:16]([CH2:20][N:21]2[CH2:26][CH2:25][CH2:24][CH2:23][CH2:22]2)=[CH:15][CH:14]=3)=[C:7]2[C:3]=1[CH2:4][NH:5][C:6]2=[O:34])=[O:38]. The yield is 0.990. (6) The reactants are [CH:1]1([CH2:6][N:7]2[C:12](=[O:13])[C:11]([CH2:14]OS(C)(=O)=O)=[CH:10][C:9]([C:20]3[CH:25]=[CH:24][C:23]([O:26][CH3:27])=[C:22]([F:28])[CH:21]=3)=[N:8]2)[CH2:5][CH2:4][CH2:3][CH2:2]1.[CH3:29][NH:30][CH3:31]. No catalyst specified. The product is [CH:1]1([CH2:6][N:7]2[C:12](=[O:13])[C:11]([CH2:14][N:30]([CH3:31])[CH3:29])=[CH:10][C:9]([C:20]3[CH:25]=[CH:24][C:23]([O:26][CH3:27])=[C:22]([F:28])[CH:21]=3)=[N:8]2)[CH2:5][CH2:4][CH2:3][CH2:2]1. The yield is 0.637. (7) The reactants are [CH3:1][O:2][C:3]1[CH:10]=[CH:9][C:6]([CH2:7]Cl)=[CH:5][CH:4]=1.[CH3:11][O:12][C:13](=[O:23])[C:14]1[CH:19]=[C:18]([Cl:20])[C:17]([OH:21])=[CH:16][C:15]=1[OH:22].C1CCN2C(=NCCC2)CC1.O. The catalyst is CN(C=O)C. The product is [CH3:11][O:12][C:13](=[O:23])[C:14]1[CH:19]=[C:18]([Cl:20])[C:17]([O:21][CH2:7][C:6]2[CH:9]=[CH:10][C:3]([O:2][CH3:1])=[CH:4][CH:5]=2)=[CH:16][C:15]=1[OH:22]. The yield is 0.600. (8) The reactants are [F:1][C:2]1[CH:8]=[C:7]([CH3:9])[C:6]([O:10][C:11]([O:13][CH3:14])=[O:12])=[CH:5][C:3]=1[NH2:4].Cl.[CH2:16]([O:23][C:24]1[CH:33]=[C:32]2[C:27]([C:28]([Cl:34])=[N:29][CH:30]=[N:31]2)=[CH:26][CH:25]=1)[C:17]1[CH:22]=[CH:21][CH:20]=[CH:19][CH:18]=1. The catalyst is CC(O)CCC. The product is [ClH:34].[CH2:16]([O:23][C:24]1[CH:33]=[C:32]2[C:27]([C:28]([NH:4][C:3]3[CH:5]=[C:6]([O:10][C:11]([O:13][CH3:14])=[O:12])[C:7]([CH3:9])=[CH:8][C:2]=3[F:1])=[N:29][CH:30]=[N:31]2)=[CH:26][CH:25]=1)[C:17]1[CH:18]=[CH:19][CH:20]=[CH:21][CH:22]=1. The yield is 0.970.